Dataset: Reaction yield outcomes from USPTO patents with 853,638 reactions. Task: Predict the reaction yield, written as a fraction of the theoretical maximum amount of product (1.0 means a 100% yield; for example, 0.34 means a 34% yield). (1) The reactants are [C:1]([C:5]1[S:6][C:7]([C:23]2[CH:28]=[CH:27][N:26]=[C:25](S(C)(=O)=O)[N:24]=2)=[C:8]([C:10]2[C:11]([Cl:22])=[C:12]([NH:17][S:18]([CH3:21])(=[O:20])=[O:19])[CH:13]=[C:14]([F:16])[CH:15]=2)[N:9]=1)([CH3:4])([CH3:3])[CH3:2].[NH2:33][CH2:34][C@@H:35]([NH:37][C:38](=[O:44])[O:39][C:40]([CH3:43])([CH3:42])[CH3:41])[CH3:36]. The catalyst is CN1C(=O)CCC1.[NH4+].[Cl-]. The product is [C:1]([C:5]1[S:6][C:7]([C:23]2[CH:28]=[CH:27][N:26]=[C:25]([NH:33][CH2:34][C@@H:35]([NH:37][C:38](=[O:44])[O:39][C:40]([CH3:43])([CH3:42])[CH3:41])[CH3:36])[N:24]=2)=[C:8]([C:10]2[CH:15]=[C:14]([F:16])[CH:13]=[C:12]([NH:17][S:18]([CH3:21])(=[O:20])=[O:19])[C:11]=2[Cl:22])[N:9]=1)([CH3:2])([CH3:3])[CH3:4]. The yield is 0.940. (2) The reactants are C(NC(C)C)(C)C.[Li]CCCC.CCCCCC.[Cl:19][C:20]1[CH:25]=[C:24]([C:26]([F:29])([F:28])[F:27])[CH:23]=[C:22]([Cl:30])[N:21]=1.[CH3:31][Si:32](Cl)([CH3:34])[CH3:33]. The catalyst is C1COCC1.CCOCC. The product is [Cl:19][C:20]1[C:25]([Si:32]([CH3:34])([CH3:33])[CH3:31])=[C:24]([C:26]([F:27])([F:28])[F:29])[CH:23]=[C:22]([Cl:30])[N:21]=1. The yield is 0.950. (3) The reactants are [Br:1][C:2]1[CH:3]=[C:4]([NH:12][CH:13]2[CH2:17][CH2:16][CH2:15][CH2:14]2)[C:5]([CH3:11])=[C:6]([CH:10]=1)[C:7]([O-:9])=[O:8].[C:18](=O)([O-])[O-].[Cs+].[Cs+].[CH2:24](I)[CH3:25]. The catalyst is CN(C=O)C. The product is [Br:1][C:2]1[CH:3]=[C:4]([N:12]([CH:13]2[CH2:17][CH2:16][CH2:15][CH2:14]2)[CH2:24][CH3:25])[C:5]([CH3:11])=[C:6]([CH:10]=1)[C:7]([O:9][CH3:18])=[O:8]. The yield is 0.321. (4) The reactants are [Cl:1][C:2]1[CH:7]=[CH:6][C:5]([N+:8]([O-])=O)=[CH:4][C:3]=1[OH:11].[Cl-].[Ca+2].[Cl-].O. The catalyst is C(O)C. The product is [NH2:8][C:5]1[CH:6]=[CH:7][C:2]([Cl:1])=[C:3]([OH:11])[CH:4]=1. The yield is 0.920. (5) The reactants are C([O:3][C:4]([C:6]1[N:11]=[C:10]2[N:12]([CH2:15][C:16]3[CH:17]=[C:18]4[C:23](=[CH:24][CH:25]=3)[N:22]=[CH:21][CH:20]=[CH:19]4)[N:13]=[N:14][C:9]2=[N:8][CH:7]=1)=[CH2:5])C.Cl. The catalyst is C(O)(=O)C. The product is [N:22]1[C:23]2[C:18](=[CH:17][C:16]([CH2:15][N:12]3[C:10]4=[N:11][C:6]([C:4](=[O:3])[CH3:5])=[CH:7][N:8]=[C:9]4[N:14]=[N:13]3)=[CH:25][CH:24]=2)[CH:19]=[CH:20][CH:21]=1. The yield is 0.910. (6) The reactants are [CH2:1]([C:3]1[CH2:7][CH2:6][NH:5][N:4]=1)[CH3:2].[CH2:8]([N:10]=[C:11]=[S:12])[CH3:9]. The catalyst is C(O)C. The product is [CH2:8]([NH:10][C:11]([N:5]1[CH2:6][CH2:7][C:3]([CH2:1][CH3:2])=[N:4]1)=[S:12])[CH3:9]. The yield is 0.650. (7) The reactants are Cl.[NH2:2][OH:3].CC(C)([O-])C.[Na+].[CH2:10]([C:14]1[CH:19]=[CH:18][C:17]([CH:20]([CH3:23])[C:21]#[N:22])=[CH:16][CH:15]=1)[CH:11]([CH3:13])[CH3:12]. The catalyst is C(O)C. The product is [CH2:10]([C:14]1[CH:15]=[CH:16][C:17]([CH:20]([CH3:23])[C:21]([NH:2][OH:3])=[NH:22])=[CH:18][CH:19]=1)[CH:11]([CH3:13])[CH3:12]. The yield is 0.700. (8) The reactants are [N+:1]([C:4]1[CH:20]=[C:19]([C:21]([F:24])([F:23])[F:22])[CH:18]=[CH:17][C:5]=1[O:6][C:7]1[CH:16]=[CH:15][CH:14]=[CH:13][C:8]=1[C:9]([O:11][CH3:12])=[O:10])([O-])=O. The catalyst is [Pd].CO. The product is [NH2:1][C:4]1[CH:20]=[C:19]([C:21]([F:22])([F:23])[F:24])[CH:18]=[CH:17][C:5]=1[O:6][C:7]1[CH:16]=[CH:15][CH:14]=[CH:13][C:8]=1[C:9]([O:11][CH3:12])=[O:10]. The yield is 1.00. (9) The reactants are B(Br)(Br)Br.C[O:6][C:7]1[CH:12]=[CH:11][C:10]([N:13]2[C:17]([C:18]3[CH:23]=[CH:22][N:21]=[CH:20][CH:19]=3)=[CH:16][N:15]=[C:14]2[CH3:24])=[CH:9][CH:8]=1.[OH-].[Na+].Cl. The product is [CH3:24][C:14]1[N:13]([C:10]2[CH:11]=[CH:12][C:7]([OH:6])=[CH:8][CH:9]=2)[C:17]([C:18]2[CH:19]=[CH:20][N:21]=[CH:22][CH:23]=2)=[CH:16][N:15]=1. The catalyst is C(Cl)Cl. The yield is 0.720.